This data is from NCI-60 drug combinations with 297,098 pairs across 59 cell lines. The task is: Regression. Given two drug SMILES strings and cell line genomic features, predict the synergy score measuring deviation from expected non-interaction effect. (1) Drug 1: CC12CCC3C(C1CCC2=O)CC(=C)C4=CC(=O)C=CC34C. Drug 2: CN1C(=O)N2C=NC(=C2N=N1)C(=O)N. Cell line: KM12. Synergy scores: CSS=50.9, Synergy_ZIP=-0.835, Synergy_Bliss=-2.19, Synergy_Loewe=-13.6, Synergy_HSA=-2.95. (2) Drug 1: CC1=C2C(C(=O)C3(C(CC4C(C3C(C(C2(C)C)(CC1OC(=O)C(C(C5=CC=CC=C5)NC(=O)OC(C)(C)C)O)O)OC(=O)C6=CC=CC=C6)(CO4)OC(=O)C)OC)C)OC. Drug 2: C1=CC(=CC=C1CCC2=CNC3=C2C(=O)NC(=N3)N)C(=O)NC(CCC(=O)O)C(=O)O. Cell line: OVCAR-4. Synergy scores: CSS=24.4, Synergy_ZIP=-16.2, Synergy_Bliss=-24.5, Synergy_Loewe=-19.1, Synergy_HSA=-17.2. (3) Drug 1: COC1=CC(=CC(=C1O)OC)C2C3C(COC3=O)C(C4=CC5=C(C=C24)OCO5)OC6C(C(C7C(O6)COC(O7)C8=CC=CS8)O)O. Drug 2: CC1=C(N=C(N=C1N)C(CC(=O)N)NCC(C(=O)N)N)C(=O)NC(C(C2=CN=CN2)OC3C(C(C(C(O3)CO)O)O)OC4C(C(C(C(O4)CO)O)OC(=O)N)O)C(=O)NC(C)C(C(C)C(=O)NC(C(C)O)C(=O)NCCC5=NC(=CS5)C6=NC(=CS6)C(=O)NCCC[S+](C)C)O. Cell line: CCRF-CEM. Synergy scores: CSS=61.7, Synergy_ZIP=5.88, Synergy_Bliss=6.47, Synergy_Loewe=-4.31, Synergy_HSA=6.21.